Dataset: Forward reaction prediction with 1.9M reactions from USPTO patents (1976-2016). Task: Predict the product of the given reaction. Given the reactants [C@@H:1]12[CH2:6][C@@H:5]1[CH2:4][NH:3][C@@H:2]2[CH2:7][NH:8][C:9]([C:11]1[CH:12]=[CH:13][CH:14]=[C:15]2[O:19][CH:18]=[CH:17][C:16]=12)=[O:10].[CH3:20][O:21][C:22]1[CH:23]=[C:24]([C:28]2[S:32][C:31]([CH3:33])=[N:30][C:29]=2[C:34](O)=[O:35])[CH:25]=[CH:26][CH:27]=1, predict the reaction product. The product is: [CH3:20][O:21][C:22]1[CH:23]=[C:24]([C:28]2[S:32][C:31]([CH3:33])=[N:30][C:29]=2[C:34]([N:3]2[CH2:4][C@@H:5]3[C@@H:1]([CH2:6]3)[C@H:2]2[CH2:7][NH:8][C:9]([C:11]2[CH:12]=[CH:13][CH:14]=[C:15]3[O:19][CH:18]=[CH:17][C:16]=23)=[O:10])=[O:35])[CH:25]=[CH:26][CH:27]=1.